This data is from Cav3 T-type calcium channel HTS with 100,875 compounds. The task is: Binary Classification. Given a drug SMILES string, predict its activity (active/inactive) in a high-throughput screening assay against a specified biological target. The drug is s1c(c(nc1c1cccnc1)C)C(=O)Nc1cc(ccc1)C(F)(F)F. The result is 1 (active).